This data is from Reaction yield outcomes from USPTO patents with 853,638 reactions. The task is: Predict the reaction yield, written as a fraction of the theoretical maximum amount of product (1.0 means a 100% yield; for example, 0.34 means a 34% yield). (1) The reactants are [CH2:1]([N:3]1[CH2:8][CH2:7][N:6]([C:9]2[CH:10]=[C:11]([NH:15][C:16]3[N:21]=[CH:20][C:19](/[CH:22]=[CH:23]/[C:24]4[CH:25]=[C:26]([CH:31]=[C:32]([O:34][CH3:35])[CH:33]=4)[C:27]([NH:29][CH3:30])=[O:28])=[CH:18][N:17]=3)[CH:12]=[CH:13][CH:14]=2)[CH2:5][CH2:4]1)[CH3:2]. The catalyst is CO.[Pd]. The product is [CH2:1]([N:3]1[CH2:8][CH2:7][N:6]([C:9]2[CH:10]=[C:11]([NH:15][C:16]3[N:17]=[CH:18][C:19]([CH2:22][CH2:23][C:24]4[CH:25]=[C:26]([CH:31]=[C:32]([O:34][CH3:35])[CH:33]=4)[C:27]([NH:29][CH3:30])=[O:28])=[CH:20][N:21]=3)[CH:12]=[CH:13][CH:14]=2)[CH2:5][CH2:4]1)[CH3:2]. The yield is 0.328. (2) The reactants are [F:1][C:2]([F:22])([F:21])[C:3]1[CH:4]=[C:5]([C:9]2[N:10]=[C:11]3[C:16]([C:17](O)=[O:18])=[CH:15][CH:14]=[CH:13][N:12]3[CH:20]=2)[CH:6]=[CH:7][CH:8]=1.CC[N:25](CC)CC.C(Cl)(=O)OC.N. The catalyst is C(Cl)Cl. The product is [F:22][C:2]([F:21])([F:1])[C:3]1[CH:4]=[C:5]([C:9]2[N:10]=[C:11]3[C:16]([C:17]([NH2:25])=[O:18])=[CH:15][CH:14]=[CH:13][N:12]3[CH:20]=2)[CH:6]=[CH:7][CH:8]=1. The yield is 0.600. (3) The reactants are C(N(CC)CC)C.Br[C:9]1[C:10]([NH2:27])=[N:11][CH:12]=[C:13]([C:15]2[CH:20]=[CH:19][C:18]([S:21]([CH:24]([CH3:26])[CH3:25])(=[O:23])=[O:22])=[CH:17][CH:16]=2)[N:14]=1.[CH3:28][Si:29]([C:32]#[CH:33])([CH3:31])[CH3:30]. The catalyst is CN(C=O)C.[Cu]I.C1C=CC([P]([Pd]([P](C2C=CC=CC=2)(C2C=CC=CC=2)C2C=CC=CC=2)([P](C2C=CC=CC=2)(C2C=CC=CC=2)C2C=CC=CC=2)[P](C2C=CC=CC=2)(C2C=CC=CC=2)C2C=CC=CC=2)(C2C=CC=CC=2)C2C=CC=CC=2)=CC=1. The product is [CH:24]([S:21]([C:18]1[CH:19]=[CH:20][C:15]([C:13]2[N:14]=[C:9]([C:33]#[C:32][Si:29]([CH3:31])([CH3:30])[CH3:28])[C:10]([NH2:27])=[N:11][CH:12]=2)=[CH:16][CH:17]=1)(=[O:23])=[O:22])([CH3:26])[CH3:25]. The yield is 0.780.